Dataset: Full USPTO retrosynthesis dataset with 1.9M reactions from patents (1976-2016). Task: Predict the reactants needed to synthesize the given product. (1) Given the product [CH2:1]([S:3]([NH:7][CH2:8][CH2:9][CH2:10][O:11][C:12]1[CH:13]=[CH:14][C:15]2[C:16]3[N:17]([CH2:33][CH2:34][N:35]=3)[C:18]([NH:24][C:25](=[O:32])[C:26]3[CH:31]=[CH:30][CH:29]=[N:28][CH:27]=3)=[N:19][C:20]=2[C:21]=1[O:22][CH3:23])(=[O:5])=[O:4])[CH3:2], predict the reactants needed to synthesize it. The reactants are: [CH2:1]([S:3](Cl)(=[O:5])=[O:4])[CH3:2].[NH2:7][CH2:8][CH2:9][CH2:10][O:11][C:12]1[CH:13]=[CH:14][C:15]2[C:16]3[N:17]([CH2:33][CH2:34][N:35]=3)[C:18]([NH:24][C:25](=[O:32])[C:26]3[CH:31]=[CH:30][CH:29]=[N:28][CH:27]=3)=[N:19][C:20]=2[C:21]=1[O:22][CH3:23].C(N(CC)CC)C. (2) Given the product [Si:31]([O:15][CH2:14][CH:12]1[CH2:11][CH2:10][CH:9]([OH:16])[C:8]([C:5]2[CH:6]=[CH:7][C:2]([Cl:1])=[C:3]([C:18]([F:19])([F:20])[F:21])[CH:4]=2)([CH3:17])[CH2:13]1)([C:27]([CH3:30])([CH3:29])[CH3:28])([C:39]1[CH:40]=[CH:41][CH:42]=[CH:43][CH:44]=1)[C:33]1[CH:38]=[CH:37][CH:36]=[CH:35][CH:34]=1, predict the reactants needed to synthesize it. The reactants are: [Cl:1][C:2]1[CH:7]=[CH:6][C:5]([C:8]2([CH3:17])[CH2:13][CH:12]([CH2:14][OH:15])[CH2:11][CH2:10][CH:9]2[OH:16])=[CH:4][C:3]=1[C:18]([F:21])([F:20])[F:19].N1C=CN=C1.[C:27]([Si:31]([C:39]1[CH:44]=[CH:43][CH:42]=[CH:41][CH:40]=1)([C:33]1[CH:38]=[CH:37][CH:36]=[CH:35][CH:34]=1)Cl)([CH3:30])([CH3:29])[CH3:28]. (3) Given the product [OH:34][C@H:31]([CH2:32][OH:33])[CH2:30][NH:29][C:22]([C:21]1[CH:20]=[N:19][N:16]2[CH:17]=[CH:18][C:13]([N:9]3[CH2:10][CH2:11][CH2:12][C@@H:8]3[C:6]3[CH:7]=[C:2]([F:1])[CH:3]=[CH:4][C:5]=3[C:25]([F:27])([F:28])[F:26])=[N:14][C:15]=12)=[O:24], predict the reactants needed to synthesize it. The reactants are: [F:1][C:2]1[CH:3]=[CH:4][C:5]([C:25]([F:28])([F:27])[F:26])=[C:6]([C@H:8]2[CH2:12][CH2:11][CH2:10][N:9]2[C:13]2[CH:18]=[CH:17][N:16]3[N:19]=[CH:20][C:21]([C:22]([OH:24])=O)=[C:15]3[N:14]=2)[CH:7]=1.[NH2:29][CH2:30][C@H:31]([OH:34])[CH2:32][OH:33]. (4) Given the product [C:1]([O:5][C:6](=[O:20])[CH2:7][O:8][C:9]1[C:14]([Cl:15])=[CH:13][C:12]([NH2:16])=[CH:11][C:10]=1[Cl:19])([CH3:4])([CH3:2])[CH3:3], predict the reactants needed to synthesize it. The reactants are: [C:1]([O:5][C:6](=[O:20])[CH2:7][O:8][C:9]1[C:14]([Cl:15])=[CH:13][C:12]([N+:16]([O-])=O)=[CH:11][C:10]=1[Cl:19])([CH3:4])([CH3:3])[CH3:2].[Cl-].[NH4+]. (5) Given the product [F:1][C:2]1[CH:7]=[CH:6][C:5]([C:8]2[N:9]=[CH:10][N:11]3[C:20]=2[CH:19]=[C:18]2[C@@:13]([CH3:26])([C@@H:14]([CH2:21][C:22]([OH:24])=[O:23])[CH2:15][CH2:16][CH2:17]2)[CH2:12]3)=[CH:4][CH:3]=1, predict the reactants needed to synthesize it. The reactants are: [F:1][C:2]1[CH:7]=[CH:6][C:5]([C:8]2[N:9]=[CH:10][N:11]3[C:20]=2[CH:19]=[C:18]2[C@@:13]([CH3:26])([C@@H:14]([CH2:21][CH:22]([O:24]C)[OH:23])[CH2:15][CH2:16][CH2:17]2)[CH2:12]3)=[CH:4][CH:3]=1.CC(=CC)C.FC(F)(F)C(O)=O.Cl([O-])=O.[Na+].O.P([O-])(O)(O)=O.[Na+]. (6) Given the product [NH2:7][CH:8]1[CH2:11][CH:10]([CH2:12][OH:13])[C:9]1([CH3:17])[CH3:16], predict the reactants needed to synthesize it. The reactants are: [H-].[Al+3].[Li+].[H-].[H-].[H-].[NH2:7][CH:8]1[CH2:11][CH:10]([C:12](OC)=[O:13])[C:9]1([CH3:17])[CH3:16].